From a dataset of Forward reaction prediction with 1.9M reactions from USPTO patents (1976-2016). Predict the product of the given reaction. (1) Given the reactants [CH2:1]([C@@H:8]1[NH:13][CH2:12][CH2:11][N:10]([C:14]2[CH:19]=[CH:18][C:17]([O:20][CH:21]([F:23])[F:22])=[C:16]([O:24][CH:25]3[CH2:29][CH2:28][CH2:27][CH2:26]3)[CH:15]=2)[CH2:9]1)[C:2]1[CH:7]=[CH:6][CH:5]=[CH:4][CH:3]=1.[NH:30]1[CH:34]=[C:33]([CH2:35][C:36](O)=[O:37])[N:32]=[CH:31]1, predict the reaction product. The product is: [CH2:1]([C@H:8]1[CH2:9][N:10]([C:14]2[CH:19]=[CH:18][C:17]([O:20][CH:21]([F:22])[F:23])=[C:16]([O:24][CH:25]3[CH2:29][CH2:28][CH2:27][CH2:26]3)[CH:15]=2)[CH2:11][CH2:12][N:13]1[C:36](=[O:37])[CH2:35][C:33]1[N:32]=[CH:31][NH:30][CH:34]=1)[C:2]1[CH:3]=[CH:4][CH:5]=[CH:6][CH:7]=1. (2) Given the reactants [NH2:1][C:2]1[CH:3]=[CH:4][C:5]2[C:6]([N:18]=1)=[N:7][C:8]([C:11]1[CH:16]=[CH:15][C:14]([OH:17])=[CH:13][CH:12]=1)=[CH:9][N:10]=2.[CH2:19]([N:21]=[C:22]=[O:23])[CH3:20].Cl.[OH-].[K+], predict the reaction product. The product is: [CH2:19]([NH:21][C:22]([NH:1][C:2]1[CH:3]=[CH:4][C:5]2[C:6]([N:18]=1)=[N:7][C:8]([C:11]1[CH:16]=[CH:15][C:14]([OH:17])=[CH:13][CH:12]=1)=[CH:9][N:10]=2)=[O:23])[CH3:20]. (3) The product is: [CH3:23][N:24]([CH2:14][CH2:15][C:10]([O:9][CH3:8])=[O:2])[CH2:19][CH2:18][C:17]([O:21][CH3:22])=[O:20]. Given the reactants C(=O)=[O:2].CC(C)=O.[CH3:8][O:9][C:10]1[CH:15]=[CH:14]C(O)=CC=1.[C:17]([O:21][CH3:22])(=[O:20])[CH:18]=[CH2:19].[CH3:23][NH2:24], predict the reaction product. (4) Given the reactants CC1C=CC(S(O[CH2:12][CH2:13][CH2:14][CH2:15][C:16]2[C:24]3[C:19](=[CH:20][CH:21]=[C:22]([F:25])[CH:23]=3)[NH:18][CH:17]=2)(=O)=O)=CC=1.[CH3:26][O:27][C:28]1[CH:33]=[C:32]([O:34][CH3:35])[N:31]=[C:30]([N:36]2[CH2:41][CH2:40][NH:39][CH2:38][CH2:37]2)[N:29]=1.C(=O)([O-])[O-].[K+].[K+].[I-].[K+], predict the reaction product. The product is: [CH3:26][O:27][C:28]1[CH:33]=[C:32]([O:34][CH3:35])[N:31]=[C:30]([N:36]2[CH2:37][CH2:38][N:39]([CH2:12][CH2:13][CH2:14][CH2:15][C:16]3[C:24]4[C:19](=[CH:20][CH:21]=[C:22]([F:25])[CH:23]=4)[NH:18][CH:17]=3)[CH2:40][CH2:41]2)[N:29]=1. (5) Given the reactants [OH:1][C:2]1[CH:3]=[C:4]([CH:8]=[C:9]([N:11]2[CH2:15][CH2:14][CH2:13][C:12]2=[O:16])[CH:10]=1)[C:5]([OH:7])=O.C(Cl)CCl.C1C=CC2N(O)N=NC=2C=1.[CH3:31][C:32]([CH3:53])([CH3:52])[CH2:33][CH2:34][NH:35][C:36](=[O:51])[C@H:37]([CH3:50])[CH2:38][C@H:39]([OH:49])[C@@H:40]([NH2:48])[CH2:41][C:42]1[CH:47]=[CH:46][CH:45]=[CH:44][CH:43]=1, predict the reaction product. The product is: [CH2:41]([C@H:40]([NH:48][C:5](=[O:7])[C:4]1[CH:8]=[C:9]([N:11]2[CH2:15][CH2:14][CH2:13][C:12]2=[O:16])[CH:10]=[C:2]([OH:1])[CH:3]=1)[C@@H:39]([OH:49])[CH2:38][C@H:37]([C:36](=[O:51])[NH:35][CH2:34][CH2:33][C:32]([CH3:31])([CH3:52])[CH3:53])[CH3:50])[C:42]1[CH:47]=[CH:46][CH:45]=[CH:44][CH:43]=1. (6) The product is: [CH3:1][O:2][CH2:3][O:4][C:5]1[C:6](=[O:16])[CH:7]=[C:8]([CH3:11])[NH:9][CH:10]=1. Given the reactants [CH3:1][O:2][CH2:3][O:4][C:5]1[C:6](B(O)O)=[CH:7][C:8]([CH3:11])=[N:9][CH:10]=1.S(OOS([O-])(=O)=O)([O-])(=O)=[O:16].[Na+].[Na+], predict the reaction product.